Predict the product of the given reaction. From a dataset of Forward reaction prediction with 1.9M reactions from USPTO patents (1976-2016). (1) Given the reactants C(Br)(Br)(Br)Br.C1(P(C2C=CC=CC=2)C2C=CC=CC=2)C=CC=CC=1.O[CH2:26][CH2:27][O:28][C:29]1[CH:30]=[C:31]([NH:50][CH:51]2[CH2:56][CH2:55][N:54]([CH:57]([CH3:59])[CH3:58])[CH2:53][CH2:52]2)[C:32]([C:35]2[NH:44][C:43](=[O:45])[C:42]3[C:37](=[CH:38][C:39]([O:48][CH3:49])=[CH:40][C:41]=3[O:46][CH3:47])[N:36]=2)=[N:33][CH:34]=1.[NH:60]1[CH2:64][CH2:63][CH2:62][CH2:61]1, predict the reaction product. The product is: [CH:57]([N:54]1[CH2:53][CH2:52][CH:51]([NH:50][C:31]2[C:32]([C:35]3[NH:44][C:43](=[O:45])[C:42]4[C:37](=[CH:38][C:39]([O:48][CH3:49])=[CH:40][C:41]=4[O:46][CH3:47])[N:36]=3)=[N:33][CH:34]=[C:29]([O:28][CH2:27][CH2:26][N:60]3[CH2:64][CH2:63][CH2:62][CH2:61]3)[CH:30]=2)[CH2:56][CH2:55]1)([CH3:58])[CH3:59]. (2) Given the reactants [N:1]1[C:8]([Cl:9])=[N:7][C:5](Cl)=[N:4][C:2]=1[Cl:3].C(N(CC)CC)C.[NH:17]1[CH2:22][CH2:21][O:20][CH2:19][CH2:18]1.O, predict the reaction product. The product is: [Cl:9][C:8]1[N:1]=[C:2]([Cl:3])[N:4]=[C:5]([N:17]2[CH2:22][CH2:21][O:20][CH2:19][CH2:18]2)[N:7]=1.